Task: Predict the reaction yield, written as a fraction of the theoretical maximum amount of product (1.0 means a 100% yield; for example, 0.34 means a 34% yield).. Dataset: Reaction yield outcomes from USPTO patents with 853,638 reactions The reactants are [C:1]([NH:4][C@:5]1([C@@H:54]([CH2:56][CH3:57])[CH3:55])[CH2:9][CH2:8][N:7]([C@@H:10]([CH2:45][CH2:46][C:47]2[CH:52]=[CH:51][CH:50]=[CH:49][CH:48]=2)[C:11]([NH:13][C@@H:14]([CH2:36][C:37]2[CH:42]=[C:41]([F:43])[CH:40]=[C:39]([F:44])[CH:38]=2)[C@@H:15]([C@H:17]2[CH2:21][C@@H:20]([OH:22])[CH2:19][N:18]2C(C2C=CC=CC=2)C2C=CC=CC=2)[OH:16])=[O:12])[C:6]1=[O:53])(=[O:3])[CH3:2].C(N[C@]1([C@@H](CC)C)CCN([C@@H](CCC2C=CC=CC=2)C(N[C@@H](CC2C=C(F)C=C(F)C=2)[C@@H]([C@H]2C[C@H](O)CN2C(C2C=CC=CC=2)C2C=CC=CC=2)O)=O)C1=O)(=O)C.C(N[C@]1([C@@H](CC)C)CCN([C@@H](CCC2C=CC=CC=2)C(O)=O)C1=O)(=O)C.CN(C(ON1N=NC2C=CC=NC1=2)=[N+](C)C)C.F[P-](F)(F)(F)(F)F.C(N[C@]1([C@@H](CC)C)CCN([C@@H](CCC2C=CC=CC=2)C(N[C@@H](CC2C=C(F)C=C(F)C=2)[C@@H]([C@H]2CCCCN2C(C2C=CC=CC=2)C2C=CC=CC=2)O)=O)C1=O)(=O)C.CN1CCOCC1. The catalyst is CN(C=O)C. The product is [C:1]([NH:4][C@:5]1([C@@H:54]([CH2:56][CH3:57])[CH3:55])[CH2:9][CH2:8][N:7]([C@@H:10]([CH2:45][CH2:46][C:47]2[CH:52]=[CH:51][CH:50]=[CH:49][CH:48]=2)[C:11]([NH:13][C@@H:14]([CH2:36][C:37]2[CH:42]=[C:41]([F:43])[CH:40]=[C:39]([F:44])[CH:38]=2)[C@H:15]([OH:16])[C@H:17]2[CH2:21][C@H:20]([OH:22])[CH2:19][NH:18]2)=[O:12])[C:6]1=[O:53])(=[O:3])[CH3:2]. The yield is 0.720.